From a dataset of Reaction yield outcomes from USPTO patents with 853,638 reactions. Predict the reaction yield, written as a fraction of the theoretical maximum amount of product (1.0 means a 100% yield; for example, 0.34 means a 34% yield). (1) The reactants are Br[C:2]1[C:10]2[N:9]=[CH:8][N:7]([CH2:11][O:12][CH2:13][CH2:14][Si:15]([CH3:18])([CH3:17])[CH3:16])[C:6]=2[CH:5]=[C:4]([Cl:19])[CH:3]=1.[O:20]1[CH2:23][CH:22]([N:24]2[CH2:29][CH2:28][N:27]([C:30]3[CH:31]=[CH:32][C:33]([NH2:36])=[N:34][CH:35]=3)[CH2:26][CH2:25]2)[CH2:21]1.C(=O)([O-])[O-].[Cs+].[Cs+].CC1(C)C2C(=C(P(C3C=CC=CC=3)C3C=CC=CC=3)C=CC=2)OC2C(P(C3C=CC=CC=3)C3C=CC=CC=3)=CC=CC1=2. The catalyst is C1C=CC(/C=C/C(/C=C/C2C=CC=CC=2)=O)=CC=1.C1C=CC(/C=C/C(/C=C/C2C=CC=CC=2)=O)=CC=1.C1C=CC(/C=C/C(/C=C/C2C=CC=CC=2)=O)=CC=1.[Pd].[Pd].O1CCOCC1. The product is [Cl:19][C:4]1[CH:3]=[C:2]([NH:36][C:33]2[CH:32]=[CH:31][C:30]([N:27]3[CH2:28][CH2:29][N:24]([CH:22]4[CH2:21][O:20][CH2:23]4)[CH2:25][CH2:26]3)=[CH:35][N:34]=2)[C:10]2[N:9]=[CH:8][N:7]([CH2:11][O:12][CH2:13][CH2:14][Si:15]([CH3:18])([CH3:17])[CH3:16])[C:6]=2[CH:5]=1. The yield is 0.850. (2) The reactants are [Br:1][C:2]1[CH:3]=[C:4]([C:9]([O:11][CH3:12])=[O:10])[C:5](=[O:8])[NH:6][CH:7]=1.[C:13]1(B(O)O)[CH:18]=[CH:17][CH:16]=[CH:15][CH:14]=1.N1C=CC=CC=1. The catalyst is ClCCl.C([O-])(=O)C.[Cu+2].C([O-])(=O)C. The product is [Br:1][C:2]1[CH:3]=[C:4]([C:9]([O:11][CH3:12])=[O:10])[C:5](=[O:8])[N:6]([C:13]2[CH:18]=[CH:17][CH:16]=[CH:15][CH:14]=2)[CH:7]=1. The yield is 0.890. (3) The reactants are [I:1][C:2]1[CH:10]=[CH:9][C:8]([OH:11])=[CH:7][C:3]=1[C:4]([OH:6])=[O:5].[C:12](=[O:15])([O-])[O-].[Cs+].[Cs+].[CH3:18][O:19][C:20]1[CH:27]=[CH:26][C:23]([CH2:24]Cl)=[CH:22][CH:21]=1.C([O-])(O)=O.[Na+]. The catalyst is C(#N)C. The product is [CH3:18][O:19][C:20]1[CH:27]=[CH:26][C:23]([CH2:24][O:5][C:4](=[O:6])[C:3]2[CH:7]=[C:8]([O:11][CH2:4][C:3]3[CH:7]=[CH:8][C:9]([O:15][CH3:12])=[CH:10][CH:2]=3)[CH:9]=[CH:10][C:2]=2[I:1])=[CH:22][CH:21]=1. The yield is 0.300. (4) The reactants are [Cl:1][C:2]1[CH:6]=[C:5]([C:7]2[N:8]([CH3:12])[N:9]=[CH:10][N:11]=2)[S:4][C:3]=1[C:13]1[N:17]2[N:18]=[C:19]([CH3:22])[CH:20]=[CH:21][C:16]2=[N:15][C:14]=1[CH3:23].[Li+].CC([N-]C(C)C)C.CCCCCCC.[CH2:39]1[CH2:43][O:42][CH2:41][CH2:40]1.C(C1C=CC=CC=1)C. The catalyst is C1COCC1.ClCCl. The product is [Cl:1][C:2]1[CH:6]=[C:5]([C:7]2[N:8]([CH3:12])[N:9]=[CH:10][N:11]=2)[S:4][C:3]=1[C:13]1[N:17]2[N:18]=[C:19]([CH3:22])[CH:20]=[C:21]([C:41](=[O:42])[CH2:40][CH2:39][CH3:43])[C:16]2=[N:15][C:14]=1[CH3:23]. The yield is 0.460. (5) The reactants are [S:1](Cl)([C:4]1[CH:10]=[CH:9][C:7]([CH3:8])=[CH:6][CH:5]=1)(=[O:3])=[O:2].[OH:12][CH:13]1[CH2:17][C:16]2([CH2:22][CH2:21][N:20]([C:23]([O:25][C:26]([CH3:29])([CH3:28])[CH3:27])=[O:24])[CH2:19]C2)[O:15][CH2:14]1. The catalyst is CN(C1C=CN=CC=1)C.C(Cl)Cl. The product is [S:1]([O:12][CH:13]1[CH2:17][C:16]2([CH2:22][CH2:21][N:20]([C:23]([O:25][C:26]([CH3:27])([CH3:28])[CH3:29])=[O:24])[CH2:19]2)[O:15][CH2:14]1)([C:4]1[CH:10]=[CH:9][C:7]([CH3:8])=[CH:6][CH:5]=1)(=[O:3])=[O:2]. The yield is 0.700. (6) The reactants are [NH:1]1[CH:5]=[CH:4][N:3]=[C:2]1[C@H:6]1[C@H:15]2[CH2:16][CH2:17][N:18]([C:19]([C@H:21]3[CH2:26][CH2:25][CH2:24][CH2:23][C@H:22]3[NH:27][C:28](=[O:35])[C:29]3[CH:34]=[CH:33][CH:32]=[CH:31][CH:30]=3)=[O:20])[C@H:14]2[C:13]2[CH:12]=[CH:11][CH:10]=[CH:9][C:8]=2[NH:7]1.[H-].[Na+].[I-].O.[CH3:40]N(C=O)C. No catalyst specified. The product is [CH3:40][N:1]1[CH:5]=[CH:4][N:3]=[C:2]1[C@H:6]1[C@H:15]2[CH2:16][CH2:17][N:18]([C:19]([C@H:21]3[CH2:26][CH2:25][CH2:24][CH2:23][C@H:22]3[NH:27][C:28](=[O:35])[C:29]3[CH:30]=[CH:31][CH:32]=[CH:33][CH:34]=3)=[O:20])[C@H:14]2[C:13]2[CH:12]=[CH:11][CH:10]=[CH:9][C:8]=2[NH:7]1. The yield is 0.630. (7) The reactants are [NH2:1][C:2]1[CH:7]=[CH:6][C:5]([N:8]2[CH2:13][CH2:12][N:11]([CH:14](O)[CH3:15])[CH2:10][CH2:9]2)=[CH:4][C:3]=1[F:17].Cl[C:19]1[N:28]=[CH:27][C:26]2[C:21](=[C:22]([C:29]3[CH:30]=[C:31]([NH:35][C:36](=[O:39])[CH:37]=[CH2:38])[CH:32]=[CH:33][CH:34]=3)[CH:23]=[CH:24][CH:25]=2)[N:20]=1.C(O)(C(F)(F)F)=[O:41]. The catalyst is CCCCO. The product is [F:17][C:3]1[CH:4]=[C:5]([N:8]2[CH2:13][CH2:12][N:11]([CH2:14][CH2:15][OH:41])[CH2:10][CH2:9]2)[CH:6]=[CH:7][C:2]=1[NH:1][C:19]1[N:28]=[CH:27][C:26]2[C:21](=[C:22]([C:29]3[CH:30]=[C:31]([NH:35][C:36](=[O:39])[CH:37]=[CH2:38])[CH:32]=[CH:33][CH:34]=3)[CH:23]=[CH:24][CH:25]=2)[N:20]=1. The yield is 0.330.